This data is from Peptide-MHC class I binding affinity with 185,985 pairs from IEDB/IMGT. The task is: Regression. Given a peptide amino acid sequence and an MHC pseudo amino acid sequence, predict their binding affinity value. This is MHC class I binding data. (1) The peptide sequence is RDWAHNGL. The MHC is HLA-B18:01 with pseudo-sequence HLA-B18:01. The binding affinity (normalized) is 0. (2) The peptide sequence is KMIYDLNAV. The MHC is HLA-A11:01 with pseudo-sequence HLA-A11:01. The binding affinity (normalized) is 0. (3) The peptide sequence is DYYDNVRNV. The MHC is H-2-Db with pseudo-sequence H-2-Db. The binding affinity (normalized) is 0. (4) The peptide sequence is YMVKYPNL. The MHC is H-2-Kb with pseudo-sequence H-2-Kb. The binding affinity (normalized) is 0.445. (5) The peptide sequence is SDYFELDTI. The MHC is Patr-B2401 with pseudo-sequence Patr-B2401. The binding affinity (normalized) is 0.640. (6) The peptide sequence is LEMNDAPTA. The MHC is HLA-B15:17 with pseudo-sequence HLA-B15:17. The binding affinity (normalized) is 0.0847. (7) The peptide sequence is EIVKNIREGT. The MHC is HLA-A68:02 with pseudo-sequence HLA-A68:02. The binding affinity (normalized) is 0.439. (8) The peptide sequence is KRRWRRRWQQL. The MHC is Mamu-B03 with pseudo-sequence Mamu-B03. The binding affinity (normalized) is 0.813. (9) The peptide sequence is FGFAFGYM. The MHC is H-2-Kb with pseudo-sequence H-2-Kb. The binding affinity (normalized) is 0.985.